This data is from Forward reaction prediction with 1.9M reactions from USPTO patents (1976-2016). The task is: Predict the product of the given reaction. (1) Given the reactants [CH3:1][S:2](Cl)(=[O:4])=[O:3].[OH:6][CH2:7][CH2:8][CH2:9][C:10]1[NH:11][C:12]2[CH:13]=[CH:14][C:15]([N+:23]([O-:25])=[O:24])=[C:16]([C:19]([O:21][CH3:22])=[O:20])[C:17]=2[CH:18]=1, predict the reaction product. The product is: [CH3:1][S:2]([O:6][CH2:7][CH2:8][CH2:9][C:10]1[NH:11][C:12]2[CH:13]=[CH:14][C:15]([N+:23]([O-:25])=[O:24])=[C:16]([C:19]([O:21][CH3:22])=[O:20])[C:17]=2[CH:18]=1)(=[O:4])=[O:3]. (2) The product is: [F:1][C:2]([C@:3]1([OH:35])[O:11][C@@H:10]2[CH2:9][C:8](=[O:18])[C@H:7]([CH2:19][CH2:20][CH2:21][CH2:22][CH2:23][CH2:24][C:25]([O:27][CH2:28][C:29]3[CH:34]=[CH:33][CH:32]=[CH:31][CH:30]=3)=[O:26])[C@H:6]2[CH2:5][CH2:4]1)([F:40])[CH2:36][CH2:37][CH2:38][CH3:39]. Given the reactants [F:1][C:2]([F:40])([CH2:36][CH2:37][CH2:38][CH3:39])[C:3](=[O:35])[CH2:4][CH2:5][C@H:6]1[C@H:10]([O:11]C2CCCCO2)[CH2:9][C:8](=[O:18])[C@@H:7]1[CH2:19][CH2:20][CH2:21][CH2:22][CH2:23][CH2:24][C:25]([O:27][CH2:28][C:29]1[CH:34]=[CH:33][CH:32]=[CH:31][CH:30]=1)=[O:26], predict the reaction product. (3) Given the reactants [Li+].C[Si]([N-][Si](C)(C)C)(C)C.[O:11]=[C:12]1[CH2:16][CH2:15][CH2:14][N:13]1[C:17]([O:19][C:20]([CH3:23])([CH3:22])[CH3:21])=[O:18].Br[CH2:25][C:26]1[CH:31]=[CH:30][C:29]([Cl:32])=[CH:28][CH:27]=1.C1C[O:36]CC1, predict the reaction product. The product is: [C:20]([O:19][C:17]([NH:13][CH2:14][CH2:15][CH:16]([CH2:25][C:26]1[CH:31]=[CH:30][C:29]([Cl:32])=[CH:28][CH:27]=1)[C:12]([OH:36])=[O:11])=[O:18])([CH3:23])([CH3:22])[CH3:21]. (4) Given the reactants [OH:1][CH:2]1[CH:9]2[CH2:10][C:5]3([C:11]4[N:19](C5CCCCO5)[C:18]5[C:17](=[O:26])[N:16]([CH2:27][CH2:28][CH3:29])[C:15](=[O:30])[N:14]([CH2:31][CH2:32][CH3:33])[C:13]=5[N:12]=4)[CH2:6][CH:7]([O:8]2)[CH:3]1[O:4]3, predict the reaction product. The product is: [OH:1][CH:2]1[CH:9]2[CH2:10][C:5]3([C:11]4[NH:19][C:18]5[C:17](=[O:26])[N:16]([CH2:27][CH2:28][CH3:29])[C:15](=[O:30])[N:14]([CH2:31][CH2:32][CH3:33])[C:13]=5[N:12]=4)[CH2:6][CH:7]([O:8]2)[CH:3]1[O:4]3. (5) Given the reactants [CH2:1]([C@@:3]12[CH2:15][C:14]3[C:9](=[CH:10][CH:11]=[CH:12][CH:13]=3)[C@@H:4]1[NH:5][CH2:6][CH2:7][CH2:8]2)[CH3:2].[ClH:16], predict the reaction product. The product is: [ClH:16].[CH2:1]([C@@:3]12[CH2:15][C:14]3[C:9](=[CH:10][CH:11]=[CH:12][CH:13]=3)[C@@H:4]1[NH:5][CH2:6][CH2:7][CH2:8]2)[CH3:2]. (6) Given the reactants [C:1]([O:5][C:6](=[O:38])[N:7]([C:16]1[S:17][C@:18]2([C:32](=[O:37])[NH:33][CH:34]3CC3)[C@H:20]([C@:21]([C:24]3[CH:29]=[C:28]([NH2:30])[CH:27]=[CH:26][C:25]=3[F:31])([CH3:23])[N:22]=1)[CH2:19]2)[CH2:8][O:9][CH2:10][CH2:11][Si:12]([CH3:15])([CH3:14])[CH3:13])([CH3:4])([CH3:3])[CH3:2].CN.BrC1C=CC(F)=C([C@]2(C)C3[C@](C(O)=O)(C3)SC(N(C(OC(C)(C)C)=O)COCC[Si](C)(C)C)=N2)C=1, predict the reaction product. The product is: [C:1]([O:5][C:6](=[O:38])[N:7]([C:16]1[S:17][C@:18]2([C:32](=[O:37])[NH:33][CH3:34])[C@H:20]([C@:21]([C:24]3[CH:29]=[C:28]([NH2:30])[CH:27]=[CH:26][C:25]=3[F:31])([CH3:23])[N:22]=1)[CH2:19]2)[CH2:8][O:9][CH2:10][CH2:11][Si:12]([CH3:15])([CH3:14])[CH3:13])([CH3:3])([CH3:2])[CH3:4].